This data is from Catalyst prediction with 721,799 reactions and 888 catalyst types from USPTO. The task is: Predict which catalyst facilitates the given reaction. (1) Reactant: C(OC([N:8]1[CH2:13][CH2:12][N:11]([C:14]([C:16]2[NH:17][C:18]3[C:23]([CH:24]=2)=[CH:22][C:21]([O:25][CH:26]2[CH2:31][CH2:30][N:29]([CH:32]([CH3:34])[CH3:33])[CH2:28][CH2:27]2)=[CH:20][CH:19]=3)=[O:15])[CH2:10][CH2:9]1)=O)(C)(C)C.[ClH:35].C(OCC)C. Product: [ClH:35].[ClH:35].[CH:32]([N:29]1[CH2:28][CH2:27][CH:26]([O:25][C:21]2[CH:22]=[C:23]3[C:18](=[CH:19][CH:20]=2)[NH:17][C:16]([C:14]([N:11]2[CH2:12][CH2:13][NH:8][CH2:9][CH2:10]2)=[O:15])=[CH:24]3)[CH2:31][CH2:30]1)([CH3:34])[CH3:33]. The catalyst class is: 13. (2) Reactant: Cl[C:2]1[N:7]=[N:6][C:5]([C:8]([NH2:10])=[O:9])=[C:4]([NH:11][C:12]2[N:17]=[C:16]3[CH2:18][CH2:19][CH2:20][C:15]3=[CH:14][CH:13]=2)[CH:3]=1.[NH2:21][C@@H:22]1[CH2:27][CH2:26][CH2:25][CH2:24][C@@H:23]1[NH:28][C:29](=[O:35])[O:30][C:31]([CH3:34])([CH3:33])[CH3:32]. Product: [C:8]([C:5]1[N:6]=[N:7][C:2]([NH:21][C@@H:22]2[CH2:27][CH2:26][CH2:25][CH2:24][C@@H:23]2[NH:28][C:29](=[O:35])[O:30][C:31]([CH3:33])([CH3:32])[CH3:34])=[CH:3][C:4]=1[NH:11][C:12]1[N:17]=[C:16]2[CH2:18][CH2:19][CH2:20][C:15]2=[CH:14][CH:13]=1)(=[O:9])[NH2:10]. The catalyst class is: 60. (3) Reactant: [F:1][C:2]1[CH:7]=[CH:6][C:5]([C:8](=[O:21])[CH2:9][C:10](=[NH:20])[NH:11][C:12]2[CH:17]=[CH:16][C:15]([O:18][CH3:19])=[CH:14][CH:13]=2)=[CH:4][CH:3]=1.[C:22](OC)(=[O:25])[C:23]#[CH:24]. Product: [NH2:20][C:10]1[N:11]([C:12]2[CH:17]=[CH:16][C:15]([O:18][CH3:19])=[CH:14][CH:13]=2)[C:22](=[O:25])[CH:23]=[CH:24][C:9]=1[C:8](=[O:21])[C:5]1[CH:4]=[CH:3][C:2]([F:1])=[CH:7][CH:6]=1. The catalyst class is: 5. (4) Reactant: C(OC([N:8]1[CH2:14][CH2:13][CH2:12][N:11]([C:15]2[N:23]([CH2:24][CH:25]=[C:26]([CH3:28])[CH3:27])[C:22]3[C:21](=[O:29])[N:20]([CH2:30][C:31]4[C:40]5[C:35](=[CH:36][CH:37]=[CH:38][CH:39]=5)[CH:34]=[CH:33][N:32]=4)[C:19](=[O:41])[N:18]([CH3:42])[C:17]=3[C:16]=2[C:43](=[O:45])[NH2:44])[CH2:10][CH2:9]1)=O)(C)(C)C.FC(F)(F)C(O)=O.C(=O)(O)[O-].[Na+].C(=O)=O. Product: [N:11]1([C:15]2[N:23]([CH2:24][CH:25]=[C:26]([CH3:27])[CH3:28])[C:22]3[C:21](=[O:29])[N:20]([CH2:30][C:31]4[C:40]5[C:35](=[CH:36][CH:37]=[CH:38][CH:39]=5)[CH:34]=[CH:33][N:32]=4)[C:19](=[O:41])[N:18]([CH3:42])[C:17]=3[C:16]=2[C:43]([NH2:44])=[O:45])[CH2:12][CH2:13][CH2:14][NH:8][CH2:9][CH2:10]1. The catalyst class is: 4.